This data is from Forward reaction prediction with 1.9M reactions from USPTO patents (1976-2016). The task is: Predict the product of the given reaction. (1) Given the reactants [C:1]1([N:7]2[C:11]([C:12]([F:15])([F:14])[F:13])=[CH:10][C:9]([NH:16][C:17](=[O:25])OC3C=CC=CC=3)=[N:8]2)[CH:6]=[CH:5][CH:4]=[CH:3][CH:2]=1.[CH3:26][O:27][C:28]1[CH:29]=[C:30]2[C:35](=[CH:36][C:37]=1[O:38][CH2:39][CH2:40][O:41][CH3:42])[N:34]=[CH:33][N:32]=[C:31]2[O:43][C:44]1[CH:45]=[C:46]([CH:48]=[CH:49][CH:50]=1)[NH2:47], predict the reaction product. The product is: [CH3:26][O:27][C:28]1[CH:29]=[C:30]2[C:35](=[CH:36][C:37]=1[O:38][CH2:39][CH2:40][O:41][CH3:42])[N:34]=[CH:33][N:32]=[C:31]2[O:43][C:44]1[CH:45]=[C:46]([NH:47][C:17]([NH:16][C:9]2[CH:10]=[C:11]([C:12]([F:13])([F:14])[F:15])[N:7]([C:1]3[CH:2]=[CH:3][CH:4]=[CH:5][CH:6]=3)[N:8]=2)=[O:25])[CH:48]=[CH:49][CH:50]=1. (2) Given the reactants [N:1]12[CH2:8][CH2:7][CH:4]([CH2:5][CH2:6]1)[C@@H:3]([NH:9][CH2:10][C:11]1[C:19]3[C:18]([C:20]([O:22]C)=[O:21])=[CH:17][CH:16]=[CH:15][C:14]=3[NH:13][N:12]=1)[CH2:2]2.O.O.[OH-].[Li+:27], predict the reaction product. The product is: [N:1]12[CH2:6][CH2:5][CH:4]([CH2:7][CH2:8]1)[C@@H:3]([NH:9][CH2:10][C:11]1[C:19]3[C:18]([C:20]([O-:22])=[O:21])=[CH:17][CH:16]=[CH:15][C:14]=3[NH:13][N:12]=1)[CH2:2]2.[Li+:27]. (3) Given the reactants [F:1][C:2]1[C:10]2[CH2:9][CH2:8][CH2:7][CH2:6][C:5]=2[N:4]2[CH2:11][CH2:12][N:13]([C:16]3[N:23]=[CH:22][CH:21]=[C:20]([C:24]4[CH:29]=[C:28]([NH:30][C:31]5[CH:36]=[CH:35][C:34]([N:37]6[CH2:42][CH2:41][N:40]([CH:43]7[CH2:46][O:45][CH2:44]7)[CH2:39][C@@H:38]6[CH3:47])=[CH:33][N:32]=5)[C:27](=[O:48])[N:26]([CH3:49])[CH:25]=4)[C:17]=3[CH:18]=[O:19])[C:14](=[O:15])[C:3]=12.[BH4-].[Na+], predict the reaction product. The product is: [F:1][C:2]1[C:10]2[CH2:9][CH2:8][CH2:7][CH2:6][C:5]=2[N:4]2[CH2:11][CH2:12][N:13]([C:16]3[C:17]([CH2:18][OH:19])=[C:20]([C:24]4[CH:29]=[C:28]([NH:30][C:31]5[CH:36]=[CH:35][C:34]([N:37]6[CH2:42][CH2:41][N:40]([CH:43]7[CH2:44][O:45][CH2:46]7)[CH2:39][C@@H:38]6[CH3:47])=[CH:33][N:32]=5)[C:27](=[O:48])[N:26]([CH3:49])[CH:25]=4)[CH:21]=[CH:22][N:23]=3)[C:14](=[O:15])[C:3]=12. (4) Given the reactants [C:1]([C:3]1[CH:33]=[CH:32][C:6]([CH2:7][CH:8]([C:16]([NH:18][S:19]([C:22]2[CH:31]=[CH:30][C:29]3[C:24](=[CH:25][CH:26]=[CH:27][CH:28]=3)[CH:23]=2)(=[O:21])=[O:20])=[O:17])[C:9]([N:11]([CH2:14][CH3:15])[CH2:12][CH3:13])=[O:10])=[CH:5][CH:4]=1)#[N:2].C(N[C:37]1[CH:42]=CC=[CH:39][CH:38]=1)C, predict the reaction product. The product is: [C:1]([C:3]1[CH:33]=[CH:32][C:6]([CH2:7][CH:8]([C:16]([NH:18][S:19]([C:22]2[CH:31]=[CH:30][C:29]3[C:24](=[CH:25][CH:26]=[CH:27][CH:28]=3)[CH:23]=2)(=[O:20])=[O:21])=[O:17])[C:9]([N:11]([CH2:12][CH3:13])[C:14]2[CH:39]=[CH:38][CH:37]=[CH:42][CH:15]=2)=[O:10])=[CH:5][CH:4]=1)#[N:2]. (5) Given the reactants [O:1]1[CH2:3][CH:2]1[CH:4]1[CH2:13][CH2:12][C:7]2([O:11][CH2:10][CH2:9][O:8]2)[CH2:6][CH2:5]1.[N-:14]=[N+:15]=[N-:16].[Na+].[Cl-].[NH4+], predict the reaction product. The product is: [N:14]([CH2:3][CH:2]([CH:4]1[CH2:13][CH2:12][C:7]2([O:11][CH2:10][CH2:9][O:8]2)[CH2:6][CH2:5]1)[OH:1])=[N+:15]=[N-:16]. (6) Given the reactants [O:1]1[C:5]2[CH:6]=[CH:7][C:8](B(O)O)=[CH:9][C:4]=2[CH2:3][CH2:2]1.Br[C:14]1[CH:19]=[CH:18][CH:17]=[CH:16][C:15]=1[CH2:20][NH:21][S:22]([C:25]1[CH:30]=[CH:29][CH:28]=[CH:27][C:26]=1[O:31][CH3:32])(=[O:24])=[O:23].C([O-])([O-])=O.[Na+].[Na+], predict the reaction product. The product is: [O:1]1[CH2:2][CH2:3][C:4]2[CH:9]=[C:8]([C:14]3[CH:19]=[CH:18][CH:17]=[CH:16][C:15]=3[CH2:20][NH:21][S:22]([C:25]3[CH:30]=[CH:29][CH:28]=[CH:27][C:26]=3[O:31][CH3:32])(=[O:24])=[O:23])[CH:7]=[CH:6][C:5]1=2. (7) Given the reactants [CH3:1][O:2][C:3]([C:5]1[C:6]([OH:29])=[C:7]2[C:12](=[CH:13][N:14]=1)[N:11]([CH2:15][C:16]1[CH:21]=[CH:20][CH:19]=[CH:18][CH:17]=1)[C:10](=[O:22])[C:9]([C:23]1[CH:24]=[N:25][CH:26]=[CH:27][CH:28]=1)=[CH:8]2)=[O:4].[Br:30]N1C(=O)CCC1=O, predict the reaction product. The product is: [CH3:1][O:2][C:3]([C:5]1[C:6]([OH:29])=[C:7]2[C:12](=[C:13]([Br:30])[N:14]=1)[N:11]([CH2:15][C:16]1[CH:21]=[CH:20][CH:19]=[CH:18][CH:17]=1)[C:10](=[O:22])[C:9]([C:23]1[CH:24]=[N:25][CH:26]=[CH:27][CH:28]=1)=[CH:8]2)=[O:4]. (8) Given the reactants [C:1]([O:5][C:6]([NH:8][C@@H:9]([C:15]([OH:17])=O)[CH2:10][C:11]([CH3:14])([CH3:13])[CH3:12])=[O:7])([CH3:4])([CH3:3])[CH3:2].Cl.[C:19]([CH2:23][C@@H:24]([C:26]([O:28][CH2:29][C:30]1[CH:35]=[CH:34][CH:33]=[CH:32][CH:31]=1)=[O:27])[NH2:25])([CH3:22])([CH3:21])[CH3:20].CN1CCOCC1, predict the reaction product. The product is: [CH2:29]([O:28][C:26](=[O:27])[C@H:24]([CH2:23][C:19]([CH3:21])([CH3:20])[CH3:22])[NH:25][C:15](=[O:17])[C@@H:9]([CH2:10][C:11]([CH3:12])([CH3:13])[CH3:14])[NH:8][C:6]([O:5][C:1]([CH3:2])([CH3:3])[CH3:4])=[O:7])[C:30]1[CH:35]=[CH:34][CH:33]=[CH:32][CH:31]=1. (9) Given the reactants [Cl:1][C:2]1[CH:3]=[C:4]([C:10]2[CH:11]=[C:12]3[C:17](=[CH:18][CH:19]=2)[N:16]=[CH:15][C:14]([C:20]([CH:22]2[CH2:24][CH2:23]2)=[O:21])=[C:13]3[NH:25][C:26]2[CH:40]=[CH:39][C:29]([CH2:30][NH:31]C(=O)OC(C)(C)C)=[CH:28][CH:27]=2)[CH:5]=[C:6]([F:9])[C:7]=1[OH:8].C(O)(C(F)(F)F)=O, predict the reaction product. The product is: [NH2:31][CH2:30][C:29]1[CH:39]=[CH:40][C:26]([NH:25][C:13]2[C:12]3[C:17](=[CH:18][CH:19]=[C:10]([C:4]4[CH:5]=[C:6]([F:9])[C:7]([OH:8])=[C:2]([Cl:1])[CH:3]=4)[CH:11]=3)[N:16]=[CH:15][C:14]=2[C:20]([CH:22]2[CH2:24][CH2:23]2)=[O:21])=[CH:27][CH:28]=1.